From a dataset of Catalyst prediction with 721,799 reactions and 888 catalyst types from USPTO. Predict which catalyst facilitates the given reaction. (1) Reactant: [O:1]1[CH:5]=[CH:4][C:3]([C:6]([NH:8][C:9]2[CH:10]=[CH:11][C:12]([CH3:24])=[C:13]([C:15]3[CH:20]=[CH:19][C:18]([C:21](O)=[O:22])=[CH:17][CH:16]=3)[CH:14]=2)=[O:7])=[CH:2]1.CN(C(ON1N=NC2C=CC=CC1=2)=[N+](C)C)C.[B-](F)(F)(F)F.[NH2:47][CH2:48][CH2:49][CH2:50][N:51]1[CH2:56][CH2:55][N:54]([CH3:57])[CH2:53][CH2:52]1.CCN(C(C)C)C(C)C. Product: [CH3:57][N:54]1[CH2:55][CH2:56][N:51]([CH2:50][CH2:49][CH2:48][NH:47][C:21]([C:18]2[CH:17]=[CH:16][C:15]([C:13]3[C:12]([CH3:24])=[CH:11][CH:10]=[C:9]([NH:8][C:6]([C:3]4[CH:4]=[CH:5][O:1][CH:2]=4)=[O:7])[CH:14]=3)=[CH:20][CH:19]=2)=[O:22])[CH2:52][CH2:53]1. The catalyst class is: 3. (2) Reactant: [F:1][C:2]1[CH:7]=[CH:6][CH:5]=[CH:4][C:3]=1/[CH:8]=[CH:9]/[C:10]1[CH:15]=[CH:14][N:13]=[CH:12][C:11]=1[C:16]([O:18][CH2:19][CH3:20])=[O:17]. Product: [F:1][C:2]1[CH:7]=[CH:6][CH:5]=[CH:4][C:3]=1[CH2:8][CH2:9][C:10]1[CH:15]=[CH:14][N:13]=[CH:12][C:11]=1[C:16]([O:18][CH2:19][CH3:20])=[O:17]. The catalyst class is: 19.